This data is from Full USPTO retrosynthesis dataset with 1.9M reactions from patents (1976-2016). The task is: Predict the reactants needed to synthesize the given product. (1) Given the product [C:33]([CH:25]1[CH2:24][C:23]([C:21]2[NH:20][C:16]3[N:17]=[CH:18][N:19]=[C:14]([NH:13][C:11]4[CH:10]=[CH:9][C:8]5[S:4][CH:5]=[N:6][C:7]=5[CH:12]=4)[C:15]=3[CH:22]=2)=[CH:28][CH2:27][N:26]1[C:43]([NH2:42])=[O:44])([CH3:34])([CH3:35])[CH3:45], predict the reactants needed to synthesize it. The reactants are: Cl.Cl.Cl.[S:4]1[C:8]2[CH:9]=[CH:10][C:11]([NH:13][C:14]3[C:15]4[CH:22]=[C:21]([C:23]5[CH2:24][CH2:25][NH:26][CH2:27][CH:28]=5)[NH:20][C:16]=4[N:17]=[CH:18][N:19]=3)=[CH:12][C:7]=2[N:6]=[CH:5]1.C(N(CC)[CH:33]([CH3:35])[CH3:34])(C)C.C([N:42]=[C:43]=[O:44])(C)(C)C.[CH3:45]O. (2) Given the product [C:34]([O:38][C:39]([N:41]1[CH2:46][CH2:45][N:44]([C:15](=[O:24])[NH:12][C:4]2[CH:3]=[CH:2][N:1]=[CH:6][CH:5]=2)[CH2:43][CH2:42]1)=[O:40])([CH3:37])([CH3:35])[CH3:36], predict the reactants needed to synthesize it. The reactants are: [N:1]1[CH:6]=[CH:5][C:4](C(O)=O)=[CH:3][CH:2]=1.C([N:12]([CH2:15]C)CC)C.C1(P(N=[N+]=[N-])(C2C=CC=CC=2)=[O:24])C=CC=CC=1.[C:34]([O:38][C:39]([N:41]1[CH2:46][CH2:45][NH:44][CH2:43][CH2:42]1)=[O:40])([CH3:37])([CH3:36])[CH3:35]. (3) Given the product [CH3:7][O:6][C:5]1[CH:4]=[C:3]([CH:11]=[CH:10][C:8]=1[CH2:22][CH2:23][C:24]1[CH:29]=[CH:28][CH:27]=[CH:26][N:25]=1)[CH:2]=[O:1], predict the reactants needed to synthesize it. The reactants are: [O:1]=[CH:2][C:3]1[CH:11]=[CH:10][C:8](O)=[C:5]([O:6][CH3:7])[CH:4]=1.C([O-])([O-])=O.[K+].[K+].CS([CH2:22][CH2:23][C:24]1[CH:29]=[CH:28][CH:27]=[CH:26][N:25]=1)(=O)=O.O.